From a dataset of NCI-60 drug combinations with 297,098 pairs across 59 cell lines. Regression. Given two drug SMILES strings and cell line genomic features, predict the synergy score measuring deviation from expected non-interaction effect. (1) Drug 1: CNC(=O)C1=NC=CC(=C1)OC2=CC=C(C=C2)NC(=O)NC3=CC(=C(C=C3)Cl)C(F)(F)F. Drug 2: COCCOC1=C(C=C2C(=C1)C(=NC=N2)NC3=CC=CC(=C3)C#C)OCCOC.Cl. Cell line: SR. Synergy scores: CSS=4.18, Synergy_ZIP=3.50, Synergy_Bliss=6.81, Synergy_Loewe=4.99, Synergy_HSA=4.11. (2) Drug 1: CC1=C2C(C(=O)C3(C(CC4C(C3C(C(C2(C)C)(CC1OC(=O)C(C(C5=CC=CC=C5)NC(=O)OC(C)(C)C)O)O)OC(=O)C6=CC=CC=C6)(CO4)OC(=O)C)OC)C)OC. Drug 2: C1C(C(OC1N2C=C(C(=O)NC2=O)F)CO)O. Cell line: NCI-H460. Synergy scores: CSS=66.8, Synergy_ZIP=-5.48, Synergy_Bliss=-6.94, Synergy_Loewe=-7.35, Synergy_HSA=0.233. (3) Drug 1: CC1=CC2C(CCC3(C2CCC3(C(=O)C)OC(=O)C)C)C4(C1=CC(=O)CC4)C. Drug 2: C1CC(=O)NC(=O)C1N2C(=O)C3=CC=CC=C3C2=O. Cell line: EKVX. Synergy scores: CSS=19.0, Synergy_ZIP=11.1, Synergy_Bliss=18.1, Synergy_Loewe=15.5, Synergy_HSA=16.2. (4) Drug 1: C1=C(C(=O)NC(=O)N1)F. Drug 2: CC1=C(C(=O)C2=C(C1=O)N3CC4C(C3(C2COC(=O)N)OC)N4)N. Cell line: A549. Synergy scores: CSS=57.3, Synergy_ZIP=-3.31, Synergy_Bliss=-4.60, Synergy_Loewe=2.73, Synergy_HSA=4.44. (5) Drug 1: CC12CCC3C(C1CCC2=O)CC(=C)C4=CC(=O)C=CC34C. Drug 2: CC1=C(N=C(N=C1N)C(CC(=O)N)NCC(C(=O)N)N)C(=O)NC(C(C2=CN=CN2)OC3C(C(C(C(O3)CO)O)O)OC4C(C(C(C(O4)CO)O)OC(=O)N)O)C(=O)NC(C)C(C(C)C(=O)NC(C(C)O)C(=O)NCCC5=NC(=CS5)C6=NC(=CS6)C(=O)NCCC[S+](C)C)O. Cell line: A498. Synergy scores: CSS=43.9, Synergy_ZIP=-0.538, Synergy_Bliss=0.592, Synergy_Loewe=-2.41, Synergy_HSA=-0.106. (6) Drug 1: C1=C(C(=O)NC(=O)N1)N(CCCl)CCCl. Drug 2: CC1C(C(CC(O1)OC2CC(CC3=C2C(=C4C(=C3O)C(=O)C5=C(C4=O)C(=CC=C5)OC)O)(C(=O)CO)O)N)O.Cl. Cell line: SF-295. Synergy scores: CSS=48.8, Synergy_ZIP=-5.33, Synergy_Bliss=-7.87, Synergy_Loewe=-6.03, Synergy_HSA=-1.50. (7) Drug 1: C1=CN(C(=O)N=C1N)C2C(C(C(O2)CO)O)O.Cl. Drug 2: C1CCC(C(C1)N)N.C(=O)(C(=O)[O-])[O-].[Pt+4]. Cell line: DU-145. Synergy scores: CSS=54.0, Synergy_ZIP=-1.85, Synergy_Bliss=0.0157, Synergy_Loewe=1.46, Synergy_HSA=4.56. (8) Drug 1: C1=CC=C(C=C1)NC(=O)CCCCCCC(=O)NO. Drug 2: CCN(CC)CCNC(=O)C1=C(NC(=C1C)C=C2C3=C(C=CC(=C3)F)NC2=O)C. Cell line: HCT116. Synergy scores: CSS=80.3, Synergy_ZIP=6.96, Synergy_Bliss=6.42, Synergy_Loewe=0.0598, Synergy_HSA=10.3. (9) Drug 1: C1CCC(CC1)NC(=O)N(CCCl)N=O. Drug 2: CC1C(C(=O)NC(C(=O)N2CCCC2C(=O)N(CC(=O)N(C(C(=O)O1)C(C)C)C)C)C(C)C)NC(=O)C3=C4C(=C(C=C3)C)OC5=C(C(=O)C(=C(C5=N4)C(=O)NC6C(OC(=O)C(N(C(=O)CN(C(=O)C7CCCN7C(=O)C(NC6=O)C(C)C)C)C)C(C)C)C)N)C. Cell line: M14. Synergy scores: CSS=1.70, Synergy_ZIP=-0.592, Synergy_Bliss=-0.505, Synergy_Loewe=-1.97, Synergy_HSA=-1.98. (10) Drug 1: CC1=CC=C(C=C1)C2=CC(=NN2C3=CC=C(C=C3)S(=O)(=O)N)C(F)(F)F. Drug 2: CNC(=O)C1=NC=CC(=C1)OC2=CC=C(C=C2)NC(=O)NC3=CC(=C(C=C3)Cl)C(F)(F)F. Cell line: UACC-257. Synergy scores: CSS=3.02, Synergy_ZIP=-1.41, Synergy_Bliss=-0.608, Synergy_Loewe=0.464, Synergy_HSA=-1.54.